Dataset: hERG Central: cardiac toxicity at 1µM, 10µM, and general inhibition. Task: Predict hERG channel inhibition at various concentrations. (1) The drug is Cc1ccc(S(=O)(=O)N2CCCN(C(=O)CNC(=O)c3cccc(C)c3)CC2)cc1. Results: hERG_inhib (hERG inhibition (general)): blocker. (2) The drug is COc1cc(Cl)c([C@@H]2C[C@H]3CN(c4ccccc4)C(=O)[C@]34CCCN24)cc1OC. Results: hERG_inhib (hERG inhibition (general)): blocker. (3) The compound is CCOc1ccc(CN2CCN(C(=O)c3cccc(F)c3)CC2)cc1.O=C(O)C(=O)O. Results: hERG_inhib (hERG inhibition (general)): blocker. (4) The compound is COc1ccc(C(CC(=O)N2CCCC2)c2ccc(F)cc2)cc1. Results: hERG_inhib (hERG inhibition (general)): blocker. (5) The drug is COc1ccc(NCc2nnc(SCC(=O)Nc3ccc(OC)cc3)n2C)cc1. Results: hERG_inhib (hERG inhibition (general)): blocker. (6) The drug is COc1cc2nc(CN3CCN(S(=O)(=O)c4ccc(Cl)cc4)CC3)[nH]c(=O)c2cc1OC. Results: hERG_inhib (hERG inhibition (general)): blocker. (7) The drug is CC(COc1ccccc1)N1CCC(CO)(Cc2ccccc2)CC1. Results: hERG_inhib (hERG inhibition (general)): blocker. (8) The compound is CC(C)c1ccc(S(=O)(=O)N2CCN(C(=O)c3ccc(N4CCCC4)c([N+](=O)[O-])c3)CC2)cc1. Results: hERG_inhib (hERG inhibition (general)): blocker. (9) The molecule is O=[N+]([O-])c1ccc(C(=S)N2CCN(Cc3ccccc3)CC2)cc1. Results: hERG_inhib (hERG inhibition (general)): blocker. (10) The compound is O=C(/C=C/c1ccc(Cl)cc1Cl)N1CCN(c2ccccc2[N+](=O)[O-])CC1. Results: hERG_inhib (hERG inhibition (general)): blocker.